This data is from Reaction yield outcomes from USPTO patents with 853,638 reactions. The task is: Predict the reaction yield, written as a fraction of the theoretical maximum amount of product (1.0 means a 100% yield; for example, 0.34 means a 34% yield). (1) The reactants are [N:1]1[C:6]2[CH:7]=[CH:8][CH:9]=[CH:10][C:5]=2[N:4]=[C:3]([N:11]2[CH2:16][CH2:15][N:14]([CH2:17][C:18]([NH:20][C:21]3[C:22]([C:26]([O:28]C)=[O:27])=[CH:23][S:24][CH:25]=3)=[O:19])[CH2:13][CH2:12]2)[N:2]=1.O.[OH-].[Li+].Cl. The catalyst is C1COCC1.CO.O. The product is [N:1]1[C:6]2[CH:7]=[CH:8][CH:9]=[CH:10][C:5]=2[N:4]=[C:3]([N:11]2[CH2:16][CH2:15][N:14]([CH2:17][C:18]([NH:20][C:21]3[C:22]([C:26]([OH:28])=[O:27])=[CH:23][S:24][CH:25]=3)=[O:19])[CH2:13][CH2:12]2)[N:2]=1. The yield is 0.280. (2) The reactants are [NH2:1][C:2]1[N:7]([CH3:8])[C:6](=[O:9])[N:5]([CH2:10][C:11]2[CH:16]=[CH:15][C:14]([O:17][CH3:18])=[CH:13][CH:12]=2)[C:4](=[O:19])[C:3]=1[NH:20][C:21](=O)[CH2:22][C:23]1[CH:28]=[CH:27][CH:26]=[C:25]([O:29][C:30]([F:33])([F:32])[F:31])[CH:24]=1.[OH-].[Na+].[Cl-].[NH4+]. The catalyst is C(O)C. The product is [CH3:18][O:17][C:14]1[CH:15]=[CH:16][C:11]([CH2:10][N:5]2[C:4](=[O:19])[C:3]3[NH:20][C:21]([CH2:22][C:23]4[CH:28]=[CH:27][CH:26]=[C:25]([O:29][C:30]([F:33])([F:32])[F:31])[CH:24]=4)=[N:1][C:2]=3[N:7]([CH3:8])[C:6]2=[O:9])=[CH:12][CH:13]=1. The yield is 0.891. (3) The reactants are Br[CH:2]([C:4]1[O:5][C:6](=[O:29])[C:7]2[C:12]([C:13]=1[C:14]1[CH:19]=[CH:18][CH:17]=[C:16]([S:20]([N:23]3[CH2:28][CH2:27][O:26][CH2:25][CH2:24]3)(=[O:22])=[O:21])[CH:15]=1)=[CH:11][CH:10]=[CH:9][CH:8]=2)[CH3:3].[N:30]1[C:38]([NH2:39])=[C:37]2[C:33]([NH:34][CH:35]=[N:36]2)=[N:32][CH:31]=1.C([O-])([O-])=O.[K+].[K+]. No catalyst specified. The product is [NH2:39][C:38]1[N:30]=[CH:31][N:32]=[C:33]2[C:37]=1[N:36]=[CH:35][N:34]2[CH:2]([C:4]1[O:5][C:6](=[O:29])[C:7]2[C:12]([C:13]=1[C:14]1[CH:19]=[CH:18][CH:17]=[C:16]([S:20]([N:23]3[CH2:28][CH2:27][O:26][CH2:25][CH2:24]3)(=[O:22])=[O:21])[CH:15]=1)=[CH:11][CH:10]=[CH:9][CH:8]=2)[CH3:3]. The yield is 0.371. (4) The reactants are [CH3:1][O:2][C:3](=[O:11])[C:4]1[CH:9]=[CH:8][C:7]([NH2:10])=[N:6][CH:5]=1.[Cl:12][C:13]1[CH:14]=[N:15][CH:16]=[CH:17][C:18]=1[CH:19]=O.C([SiH](CC)CC)C.FC(F)(F)C(O)=O. The catalyst is C(#N)C. The product is [CH3:1][O:2][C:3](=[O:11])[C:4]1[CH:9]=[CH:8][C:7]([NH:10][CH2:19][C:18]2[CH:17]=[CH:16][N:15]=[CH:14][C:13]=2[Cl:12])=[N:6][CH:5]=1. The yield is 0.382. (5) The reactants are [Cl:1][C:2]1[S:6][C:5]([NH:7][S:8]([C:11]2[CH:20]=[CH:19][C:14]([C:15]([O:17]C)=[O:16])=[C:13]([C:21]#[N:22])[CH:12]=2)(=[O:10])=[O:9])=[N:4][CH:3]=1.[OH-].[Li+]. The catalyst is O1CCOCC1.O. The yield is 0.790. The product is [Cl:1][C:2]1[S:6][C:5]([NH:7][S:8]([C:11]2[CH:20]=[CH:19][C:14]([C:15]([OH:17])=[O:16])=[C:13]([C:21]#[N:22])[CH:12]=2)(=[O:10])=[O:9])=[N:4][CH:3]=1.